The task is: Predict the reaction yield, written as a fraction of the theoretical maximum amount of product (1.0 means a 100% yield; for example, 0.34 means a 34% yield).. This data is from Reaction yield outcomes from USPTO patents with 853,638 reactions. (1) The reactants are [CH3:1][O:2][C:3]1[C:8]([N+:9]([O-:11])=[O:10])=[CH:7][CH:6]=[CH:5][C:4]=1B1OC(C)(C)C(C)(C)O1.Br[C:22]1[S:23][C:24]([CH3:30])=[C:25]([C:27]([OH:29])=[O:28])[N:26]=1.C(=O)([O-])[O-].[Na+].[Na+]. The catalyst is O1CCOCC1.C1C=CC([P]([Pd]([P](C2C=CC=CC=2)(C2C=CC=CC=2)C2C=CC=CC=2)([P](C2C=CC=CC=2)(C2C=CC=CC=2)C2C=CC=CC=2)[P](C2C=CC=CC=2)(C2C=CC=CC=2)C2C=CC=CC=2)(C2C=CC=CC=2)C2C=CC=CC=2)=CC=1. The product is [CH3:1][O:2][C:3]1[C:8]([N+:9]([O-:11])=[O:10])=[CH:7][CH:6]=[CH:5][C:4]=1[C:22]1[S:23][C:24]([CH3:30])=[C:25]([C:27]([OH:29])=[O:28])[N:26]=1. The yield is 0.260. (2) The reactants are [N+:1]([C:4]1[CH:9]=[CH:8][CH:7]=[CH:6][C:5]=1[S:10]([NH:13][C:14]1([C:18](O)=O)[CH2:17][CH2:16][CH2:15]1)(=[O:12])=[O:11])([O-:3])=[O:2].Cl.[CH:22]12[CH2:31]C3[CH2:27][CH:28]([CH2:30]C(C3)[CH:23]1N)[CH2:29]2.F[P-](F)(F)(F)(F)F.N1([O:49][P+](N(C)C)(N(C)C)N(C)C)C2C=CC=CC=2N=N1.CC[N:62]([CH:66]([CH3:68])[CH3:67])[CH:63](C)C. The catalyst is C(Cl)Cl. The product is [CH:68]12[CH2:31][CH:22]3[CH2:29][CH:28]([CH2:30][CH:67]([CH2:23]3)[CH:66]1[NH:62][C:63]([CH2:18][C:14]1([NH:13][S:10]([C:5]3[CH:6]=[CH:7][CH:8]=[CH:9][C:4]=3[N+:1]([O-:3])=[O:2])(=[O:11])=[O:12])[CH2:15][CH2:16][CH2:17]1)=[O:49])[CH2:27]2. The yield is 0.970. (3) The reactants are Cl[C:2]1[CH:7]=[CH:6][C:5]([C:8]2[C:17]3[C:12](=[CH:13][C:14]([S:18]([N:21](CC4C=CC(OC)=CC=4)[C:22]4[CH:27]=[CH:26][N:25]=[CH:24][N:23]=4)(=[O:20])=[O:19])=[CH:15][CH:16]=3)[CH:11]=[CH:10][N:9]=2)=[C:4]([O:37][CH3:38])[CH:3]=1.[F:39][C:40]1[CH:45]=[CH:44][C:43](B(O)O)=[CH:42][CH:41]=1.P([O-])([O-])([O-])=O.[K+].[K+].[K+]. The catalyst is C1(P(C2CCCCC2)C2C=CC=CC=2C2C(OC)=CC=CC=2OC)CCCCC1. The product is [F:39][C:40]1[CH:45]=[CH:44][C:43]([C:2]2[CH:7]=[CH:6][C:5]([C:8]3[C:17]4[C:12](=[CH:13][C:14]([S:18]([NH:21][C:22]5[CH:27]=[CH:26][N:25]=[CH:24][N:23]=5)(=[O:20])=[O:19])=[CH:15][CH:16]=4)[CH:11]=[CH:10][N:9]=3)=[C:4]([O:37][CH3:38])[CH:3]=2)=[CH:42][CH:41]=1. The yield is 0.750. (4) The product is [Cl:12][C:13]1[CH:30]=[CH:29][C:16]([CH2:17][N:18]2[C:19]3[CH:23]=[CH:22][NH:21][C:20]=3[C:24](=[O:26])[NH:9][C:10]2=[S:11])=[C:15]([C:31]2([CH3:36])[O:32][CH2:33][CH2:34][O:35]2)[CH:14]=1. The catalyst is CO. The yield is 0.990. The reactants are C([N:9]=[C:10]=[S:11])(=O)C1C=CC=CC=1.[Cl:12][C:13]1[CH:30]=[CH:29][C:16]([CH2:17][NH:18][C:19]2[CH:23]=[CH:22][NH:21][C:20]=2[C:24]([O:26]CC)=O)=[C:15]([C:31]2([CH3:36])[O:35][CH2:34][CH2:33][O:32]2)[CH:14]=1.C([O-])([O-])=O.[Cs+].[Cs+]. (5) The reactants are Cl.[CH3:2][C:3]1[CH:8]=[CH:7][NH:6][C:5](=[O:9])[N:4]=1.[N:10]([O-])=[O:11].[Na+]. The catalyst is C(O)(=O)C. The product is [O:9]=[C:5]1[N:4]=[C:3]([CH:2]=[N:10][OH:11])[CH:8]=[CH:7][NH:6]1. The yield is 0.970. (6) The reactants are C[CH2:2][N:3]=[C:4]=NCCCN(C)C.Cl.[C:13]([O:17][C:18]([NH:20][C@@H:21]([CH2:25][CH:26]1[CH2:31][CH2:30][CH2:29][CH2:28][CH2:27]1)[C:22](O)=[O:23])=[O:19])([CH3:16])([CH3:15])[CH3:14].C(N(C(C)C)CC)(C)C.C1C=CC2N(O)N=NC=2C=1.CNC. The catalyst is CN(C1C=CN=CC=1)C.CN(C=O)C.C1COCC1. The product is [CH:26]1([CH2:25][C@H:21]([NH:20][C:18](=[O:19])[O:17][C:13]([CH3:16])([CH3:15])[CH3:14])[C:22]([N:3]([CH3:4])[CH3:2])=[O:23])[CH2:31][CH2:30][CH2:29][CH2:28][CH2:27]1. The yield is 0.690. (7) The product is [CH3:24][O:23][C:21](=[O:22])[C:20]1[CH:25]=[CH:26][C:17]([NH:14][CH2:13][C:12]2[C:8]([C:4]3[CH:5]=[CH:6][CH:7]=[C:2]([F:1])[CH:3]=3)=[N:9][O:10][C:11]=2[CH3:15])=[N:18][CH:19]=1. The catalyst is CS(C)=O. The reactants are [F:1][C:2]1[CH:3]=[C:4]([C:8]2[C:12]([CH2:13][NH2:14])=[C:11]([CH3:15])[O:10][N:9]=2)[CH:5]=[CH:6][CH:7]=1.Cl[C:17]1[CH:26]=[CH:25][C:20]([C:21]([O:23][CH3:24])=[O:22])=[CH:19][N:18]=1.C(N(CC)C(C)C)(C)C. The yield is 0.380. (8) The reactants are [CH3:1][C:2]1([CH3:18])[C:14]2[CH:13]=[C:12](B(O)O)[CH:11]=[CH:10][C:9]=2[C:8]2[C:3]1=[CH:4][CH:5]=[CH:6][CH:7]=2.Br[C:20]1[CH:21]=[C:22]([C:27]2[N:32]=[C:31]([C:33]3[CH:38]=[CH:37][CH:36]=[CH:35][CH:34]=3)[N:30]=[C:29]([C:39]3[CH:44]=[CH:43][CH:42]=[CH:41][CH:40]=3)[N:28]=2)[CH:23]=[C:24](Br)[CH:25]=1.C([O-])([O-])=O.[K+].[K+].[N:51]1[CH:56]=[CH:55][CH:54]=[CH:53][C:52]=1[C:57]1[CH:62]=[CH:61][C:60](B(O)O)=[CH:59][CH:58]=1. The catalyst is C1C=CC([P]([Pd]([P](C2C=CC=CC=2)(C2C=CC=CC=2)C2C=CC=CC=2)([P](C2C=CC=CC=2)(C2C=CC=CC=2)C2C=CC=CC=2)[P](C2C=CC=CC=2)(C2C=CC=CC=2)C2C=CC=CC=2)(C2C=CC=CC=2)C2C=CC=CC=2)=CC=1.C(O)C.C1(C)C=CC=CC=1. The product is [CH3:1][C:2]1([CH3:18])[C:14]2[CH:13]=[C:12]([C:20]3[CH:21]=[C:22]([C:27]4[N:32]=[C:31]([C:33]5[CH:38]=[CH:37][CH:36]=[CH:35][CH:34]=5)[N:30]=[C:29]([C:39]5[CH:44]=[CH:43][CH:42]=[CH:41][CH:40]=5)[N:28]=4)[CH:23]=[C:24]([C:60]4[CH:59]=[CH:58][C:57]([C:52]5[CH:53]=[CH:54][CH:55]=[CH:56][N:51]=5)=[CH:62][CH:61]=4)[CH:25]=3)[CH:11]=[CH:10][C:9]=2[C:8]2[C:3]1=[CH:4][CH:5]=[CH:6][CH:7]=2. The yield is 0.615. (9) The reactants are Br[C:2]1[N:7]=[N:6][C:5]([NH2:8])=[N:4][C:3]=1[C:9]1[CH:14]=[CH:13][CH:12]=[CH:11][CH:10]=1.C([O-])([O-])=O.[K+].[K+].Cl.[CH3:22][O:23][CH:24]1[CH2:29][CH2:28][CH2:27][NH:26][CH2:25]1. No catalyst specified. The product is [CH3:22][O:23][CH:24]1[CH2:29][CH2:28][CH2:27][N:26]([C:2]2[N:7]=[N:6][C:5]([NH2:8])=[N:4][C:3]=2[C:9]2[CH:14]=[CH:13][CH:12]=[CH:11][CH:10]=2)[CH2:25]1. The yield is 0.0400.